From a dataset of Full USPTO retrosynthesis dataset with 1.9M reactions from patents (1976-2016). Predict the reactants needed to synthesize the given product. (1) Given the product [CH:1]1([CH2:6][CH:7]([N:11]2[C:16](=[O:17])[CH:15]=[CH:14][CH:13]=[N:12]2)[C:8]([NH:47][C:48]2[CH:52]=[CH:51][N:50]([CH2:53][C:54]([OH:56])([CH3:55])[CH3:57])[N:49]=2)=[O:10])[CH2:2][CH2:3][CH2:4][CH2:5]1, predict the reactants needed to synthesize it. The reactants are: [CH:1]1([CH2:6][CH:7]([N:11]2[C:16](=[O:17])[CH:15]=[CH:14][CH:13]=[N:12]2)[C:8]([OH:10])=O)[CH2:5][CH2:4][CH2:3][CH2:2]1.[B-](F)(F)(F)F.CN(C(ON1C(=O)CCC1=O)=[N+](C)C)C.C(N(CC)C(C)C)(C)C.[NH2:47][C:48]1[CH:52]=[CH:51][N:50]([CH2:53][C:54]([CH3:57])([OH:56])[CH3:55])[N:49]=1. (2) The reactants are: [F:1][C:2]1[CH:7]=[CH:6][C:5]([OH:8])=[CH:4][CH:3]=1.Cl[C:10]1[C:19]2[C:14](=[C:15]([CH3:20])[CH:16]=[CH:17][CH:18]=2)[CH:13]=[C:12]([NH:21][C:22]2[CH:26]=[C:25]([CH3:27])[NH:24][N:23]=2)[N:11]=1. Given the product [F:1][C:2]1[CH:7]=[CH:6][C:5]([O:8][C:10]2[C:19]3[C:14](=[C:15]([CH3:20])[CH:16]=[CH:17][CH:18]=3)[CH:13]=[C:12]([NH:21][C:22]3[CH:26]=[C:25]([CH3:27])[NH:24][N:23]=3)[N:11]=2)=[CH:4][CH:3]=1, predict the reactants needed to synthesize it. (3) Given the product [Br:21][CH2:22][CH2:23][CH2:24][NH:25][C:8]1[C:9](=[O:10])[N:5]([C:1]([CH3:4])([CH3:3])[CH3:2])[S:6](=[O:19])(=[O:18])[C:7]=1[C:12]1[CH:17]=[CH:16][CH:15]=[CH:14][CH:13]=1, predict the reactants needed to synthesize it. The reactants are: [C:1]([N:5]1[C:9](=[O:10])[C:8](Cl)=[C:7]([C:12]2[CH:17]=[CH:16][CH:15]=[CH:14][CH:13]=2)[S:6]1(=[O:19])=[O:18])([CH3:4])([CH3:3])[CH3:2].Br.[Br:21][CH2:22][CH2:23][CH2:24][NH2:25]. (4) Given the product [CH:5]([O:4][C:2]([N:35]1[CH2:36][CH2:37][CH:32]([N:29]2[C:25]3=[N:26][CH:27]=[N:28][C:23]([O:22][C:21]4[CH:38]=[CH:39][C:18]([O:17][CH2:15][CH3:16])=[CH:19][C:20]=4[F:40])=[C:24]3[CH:31]=[N:30]2)[CH2:33][CH2:34]1)=[O:3])([CH3:7])[CH3:6], predict the reactants needed to synthesize it. The reactants are: Cl[C:2]([O:4][CH:5]([CH3:7])[CH3:6])=[O:3].FC(F)(F)C(O)=O.[CH2:15]([O:17][C:18]1[CH:39]=[CH:38][C:21]([O:22][C:23]2[N:28]=[CH:27][N:26]=[C:25]3[N:29]([CH:32]4[CH2:37][CH2:36][NH:35][CH2:34][CH2:33]4)[N:30]=[CH:31][C:24]=23)=[C:20]([F:40])[CH:19]=1)[CH3:16].C(N(C(C)C)CC)(C)C.O. (5) Given the product [Cl:1][C:2]1[C:3]([CH3:22])=[C:4]([N:8]2[C:12](=[O:13])[CH2:11][N:10]([C:14](=[O:21])[CH2:15][N:16]([CH2:17][CH2:18][O:19][CH3:20])[C:28](=[O:29])[C:27]3[CH:31]=[CH:32][CH:33]=[C:25]([CH3:23])[CH:26]=3)[CH2:9]2)[CH:5]=[CH:6][CH:7]=1, predict the reactants needed to synthesize it. The reactants are: [Cl:1][C:2]1[C:3]([CH3:22])=[C:4]([N:8]2[C:12](=[O:13])[CH2:11][N:10]([C:14](=[O:21])[CH2:15][NH:16][CH2:17][CH2:18][O:19][CH3:20])[CH2:9]2)[CH:5]=[CH:6][CH:7]=1.[C:23]([C:25]1[CH:26]=[C:27]([CH:31]=[CH:32][CH:33]=1)[C:28](Cl)=[O:29])#N. (6) Given the product [Br:1][C:2]1[CH:3]=[CH:4][C:5]([F:14])=[C:6]([C:7]([CH:15]2[CH2:17][CH2:16]2)=[O:8])[CH:13]=1, predict the reactants needed to synthesize it. The reactants are: [Br:1][C:2]1[CH:3]=[CH:4][C:5]([F:14])=[C:6]([CH:13]=1)[C:7](N(OC)C)=[O:8].[CH:15]1([Mg]Br)[CH2:17][CH2:16]1.